Dataset: Full USPTO retrosynthesis dataset with 1.9M reactions from patents (1976-2016). Task: Predict the reactants needed to synthesize the given product. Given the product [C:1]([O:5][C:6](=[O:7])[NH:8][C@H:9]([CH3:14])[CH2:10][C:11](=[O:13])[N:29]1[CH2:28][CH2:27][CH2:26][CH2:24]1)([CH3:2])([CH3:3])[CH3:4], predict the reactants needed to synthesize it. The reactants are: [C:1]([O:5][C:6]([NH:8][C@H:9]([CH3:14])[CH2:10][C:11]([OH:13])=O)=[O:7])([CH3:4])([CH3:3])[CH3:2].CN(C(ON1N=NC2[CH:26]=[CH:27][CH:28]=[N:29][C:24]1=2)=[N+](C)C)C.F[P-](F)(F)(F)(F)F.N1CCCC1.